From a dataset of Forward reaction prediction with 1.9M reactions from USPTO patents (1976-2016). Predict the product of the given reaction. Given the reactants [CH2:1]([O:5][CH2:6][CH2:7][O:8][C:9]1[CH:14]=[CH:13][C:12]([C:15]2[CH:16]=[CH:17][C:18]3[N:24]([C:25](=[O:30])[C:26]([F:29])([F:28])[F:27])[CH2:23][CH2:22][C:21]([C:31]([NH:33][C:34]4[CH:39]=[CH:38][C:37]([CH:40]([OH:47])[C:41]5[CH:46]=[CH:45][CH:44]=[CH:43][N:42]=5)=[C:36]([O:48][CH3:49])[CH:35]=4)=[O:32])=[CH:20][C:19]=3[CH:50]=2)=[CH:11][CH:10]=1)[CH2:2][CH2:3][CH3:4].ClC1C=CC=C(C(OO)=[O:59])C=1.S([O-])([O-])(=O)=S.[Na+].[Na+], predict the reaction product. The product is: [CH2:1]([O:5][CH2:6][CH2:7][O:8][C:9]1[CH:10]=[CH:11][C:12]([C:15]2[CH:16]=[CH:17][C:18]3[N:24]([C:25](=[O:30])[C:26]([F:28])([F:29])[F:27])[CH2:23][CH2:22][C:21]([C:31]([NH:33][C:34]4[CH:39]=[CH:38][C:37]([CH:40]([OH:47])[C:41]5[CH:46]=[CH:45][CH:44]=[CH:43][N+:42]=5[O-:59])=[C:36]([O:48][CH3:49])[CH:35]=4)=[O:32])=[CH:20][C:19]=3[CH:50]=2)=[CH:13][CH:14]=1)[CH2:2][CH2:3][CH3:4].